Dataset: Drug half-life prediction data from Obach et al.. Task: Regression/Classification. Given a drug SMILES string, predict its absorption, distribution, metabolism, or excretion properties. Task type varies by dataset: regression for continuous measurements (e.g., permeability, clearance, half-life) or binary classification for categorical outcomes (e.g., BBB penetration, CYP inhibition). For this dataset (half_life_obach), we predict log10(half-life) (log10 of half-life in hours). (1) The drug is Nc1nc(O)c2ncn(COCCO)c2n1. The log10(half-life) is 0.400. (2) The drug is NC(=O)C(c1ccccc1)(c1ccccc1)[C@@H]1CCN(CCc2ccc3c(c2)CCO3)C1. The log10(half-life) is 0.560. (3) The compound is C[C@H](N[C@@H](CCc1ccccc1)C(=O)O)C(=O)N1Cc2ccccc2C[C@H]1C(=O)O. The log10(half-life) is 0.360. (4) The drug is CCNCC(O)c1cccc(O)c1. The log10(half-life) is 0.340. (5) The drug is C[C@]12CC[C@@H]3c4ccc(O)cc4CC[C@H]3[C@@H]1CC[C@@H]2O. The log10(half-life) is 0.230. (6) The compound is CC[C@H]1NC(=O)[C@@H](NC(=O)c2ncccc2O)[C@@H](C)OC(=O)[C@H](c2ccccc2)NC(=O)[C@@H]2CC(=O)[C@H](CS[C@@H]3CN4CCC3CC4)CN2C(=O)[C@H](Cc2ccc(N(C)C)cc2)N(C)C(=O)[C@@H]2CCCN2C1=O. The log10(half-life) is -0.0600.